From a dataset of Reaction yield outcomes from USPTO patents with 853,638 reactions. Predict the reaction yield, written as a fraction of the theoretical maximum amount of product (1.0 means a 100% yield; for example, 0.34 means a 34% yield). (1) The reactants are Cl[C:2]1[NH:3][C:4]([C:11]2[CH:16]=[CH:15][C:14]([CH:17]3[CH2:22][CH2:21][CH2:20][CH2:19][CH2:18]3)=[CH:13][CH:12]=2)=[CH:5][C:6]=1[C:7]([O:9][CH3:10])=[O:8].NC1OC(C2C=CC(C3CCCCC3)=CC=2)=CC=1C(OC)=O. The catalyst is CO.C(OCC)(=O)C.[C].[Pd]. The product is [CH:17]1([C:14]2[CH:15]=[CH:16][C:11]([C:4]3[NH:3][CH:2]=[C:6]([C:7]([O:9][CH3:10])=[O:8])[CH:5]=3)=[CH:12][CH:13]=2)[CH2:18][CH2:19][CH2:20][CH2:21][CH2:22]1. The yield is 0.410. (2) The reactants are [CH3:1][O:2][C:3]1[C:12]2[C:7](=[CH:8][CH:9]=[CH:10][CH:11]=2)[CH:6]=[CH:5][C:4]=1[O:13][CH3:14].CN([CH:18]=[O:19])C.O=P(Cl)(Cl)Cl. The catalyst is C1C(Cl)=CC=C(Cl)C=1. The product is [CH3:14][O:13][C:4]1[CH:5]=[C:6]([CH:18]=[O:19])[C:7]2[C:12]([C:3]=1[O:2][CH3:1])=[CH:11][CH:10]=[CH:9][CH:8]=2. The yield is 0.680. (3) The yield is 0.110. The reactants are [C:1]([C:5]1[CH:9]=[C:8]([NH:10][C:11](=[O:36])[NH:12][C:13]2[C:22]3[C:17](=[CH:18][CH:19]=[CH:20][CH:21]=3)[C:16]([O:23][CH2:24][C:25]3[CH:30]=[CH:29][N:28]=[C:27]([NH:31][C:32](=[O:35])[CH2:33]Cl)[CH:26]=3)=[CH:15][CH:14]=2)[N:7]([C:37]2[CH:42]=[CH:41][C:40]([CH3:43])=[CH:39][CH:38]=2)[N:6]=1)([CH3:4])([CH3:3])[CH3:2].CCN(C(C)C)C(C)C.[CH3:53][O:54][C:55]1[CH:63]=[CH:62][C:58]([CH2:59][NH:60][CH3:61])=[CH:57][CH:56]=1. The catalyst is C(Cl)Cl.CN(C=O)C. The product is [C:1]([C:5]1[CH:9]=[C:8]([NH:10][C:11](=[O:36])[NH:12][C:13]2[C:22]3[C:17](=[CH:18][CH:19]=[CH:20][CH:21]=3)[C:16]([O:23][CH2:24][C:25]3[CH:30]=[CH:29][N:28]=[C:27]([NH:31][C:32](=[O:35])[CH2:33][N:60]([CH2:59][C:58]4[CH:62]=[CH:63][C:55]([O:54][CH3:53])=[CH:56][CH:57]=4)[CH3:61])[CH:26]=3)=[CH:15][CH:14]=2)[N:7]([C:37]2[CH:42]=[CH:41][C:40]([CH3:43])=[CH:39][CH:38]=2)[N:6]=1)([CH3:4])([CH3:3])[CH3:2]. (4) The reactants are [CH3:1][O:2][C:3]1[CH:4]=[C:5]2[C:10](=[CH:11][C:12]=1[O:13][CH3:14])[N:9]=[CH:8][CH:7]=[C:6]2[S:15][C:16]1[S:20][C:19]([NH2:21])=[CH:18][CH:17]=1.C1([O:28][C:29](=O)[NH:30][C:31]2[S:32][CH:33]=[CH:34][N:35]=2)C=CC=CC=1.C(OCC)(=O)C.O. The catalyst is CS(C)=O.CO. The product is [CH3:1][O:2][C:3]1[CH:4]=[C:5]2[C:10](=[CH:11][C:12]=1[O:13][CH3:14])[N:9]=[CH:8][CH:7]=[C:6]2[S:15][C:16]1[S:20][C:19]([NH:21][C:29]([NH:30][C:31]2[S:32][CH:33]=[CH:34][N:35]=2)=[O:28])=[CH:18][CH:17]=1. The yield is 0.580. (5) The reactants are Br[C:2]1[CH:3]=[C:4]2[C:10]([C:11]([C:13]3[CH:14]=[C:15]([NH:20][C:21]([NH:23][CH2:24][CH2:25][CH2:26][CH3:27])=[O:22])[CH:16]=[CH:17][C:18]=3[F:19])=[O:12])=[CH:9][NH:8][C:5]2=[N:6][CH:7]=1.[N:28]1[CH:33]=[CH:32][CH:31]=[C:30](B(O)O)[CH:29]=1.C(#N)C. The catalyst is C(=O)([O-])[O-].[K+].[K+].O.C1C=CC([P]([Pd]([P](C2C=CC=CC=2)(C2C=CC=CC=2)C2C=CC=CC=2)([P](C2C=CC=CC=2)(C2C=CC=CC=2)C2C=CC=CC=2)[P](C2C=CC=CC=2)(C2C=CC=CC=2)C2C=CC=CC=2)(C2C=CC=CC=2)C2C=CC=CC=2)=CC=1. The yield is 0.610. The product is [CH2:24]([NH:23][C:21]([NH:20][C:15]1[CH:16]=[CH:17][C:18]([F:19])=[C:13]([C:11]([C:10]2[C:4]3[C:5](=[N:6][CH:7]=[C:2]([C:30]4[CH:29]=[N:28][CH:33]=[CH:32][CH:31]=4)[CH:3]=3)[NH:8][CH:9]=2)=[O:12])[CH:14]=1)=[O:22])[CH2:25][CH2:26][CH3:27]. (6) The reactants are [CH3:1][O:2][C:3](=[O:29])[CH2:4][CH2:5][CH2:6]/[CH:7]=[CH:8]\[CH2:9][C@H:10]1[C:14](=[O:15])[CH:13]=[CH:12][C@@H:11]1/[CH:16]=[CH:17]/[C@@H:18]([OH:28])[CH2:19][CH2:20][C:21]1[S:22][C:23]([CH3:27])=[C:24]([Br:26])[CH:25]=1.N1C(C)=CC=CC=1C.[Si:38](OS(C(F)(F)F)(=O)=O)([C:41]([CH3:44])([CH3:43])[CH3:42])([CH3:40])[CH3:39].C([O-])(O)=O.[Na+]. The catalyst is ClCCl. The product is [CH3:1][O:2][C:3](=[O:29])[CH2:4][CH2:5][CH2:6]/[CH:7]=[CH:8]\[CH2:9][C@H:10]1[C:14](=[O:15])[CH:13]=[CH:12][C@@H:11]1/[CH:16]=[CH:17]/[C@@H:18]([O:28][Si:38]([C:41]([CH3:44])([CH3:43])[CH3:42])([CH3:40])[CH3:39])[CH2:19][CH2:20][C:21]1[S:22][C:23]([CH3:27])=[C:24]([Br:26])[CH:25]=1. The yield is 0.900. (7) The yield is 0.410. The catalyst is O1CCOCC1.O.C1C=CC([P]([Pd]([P](C2C=CC=CC=2)(C2C=CC=CC=2)C2C=CC=CC=2)([P](C2C=CC=CC=2)(C2C=CC=CC=2)C2C=CC=CC=2)[P](C2C=CC=CC=2)(C2C=CC=CC=2)C2C=CC=CC=2)(C2C=CC=CC=2)C2C=CC=CC=2)=CC=1. The product is [Cl:11][C:4]1[N:3]=[CH:2][C:7]([CH2:8][OH:9])=[CH:6][C:5]=1[F:10]. The reactants are Cl[C:2]1[C:7]([CH2:8][OH:9])=[CH:6][C:5]([F:10])=[C:4]([Cl:11])[N:3]=1.CCN(CC)CC.C(O)=O. (8) The reactants are OS(O)(=O)=O.[H-].[H-].[H-].[H-].[Li+].[Al+3].[CH2:12]([N:19]1[CH2:24][CH2:23][C:22]([N:27]2[CH2:32][CH2:31][N:30]([C:33]3[CH:38]=[CH:37][N:36]=[CH:35][CH:34]=3)[CH2:29][CH2:28]2)([C:25]#[N:26])[CH2:21][CH2:20]1)[C:13]1[CH:18]=[CH:17][CH:16]=[CH:15][CH:14]=1. The catalyst is C1COCC1. The product is [CH2:12]([N:19]1[CH2:24][CH2:23][C:22]([CH2:25][NH2:26])([N:27]2[CH2:28][CH2:29][N:30]([C:33]3[CH:38]=[CH:37][N:36]=[CH:35][CH:34]=3)[CH2:31][CH2:32]2)[CH2:21][CH2:20]1)[C:13]1[CH:18]=[CH:17][CH:16]=[CH:15][CH:14]=1. The yield is 0.850. (9) The reactants are Br[C:2]1[CH:3]=[N:4][C:5]([N:8]2[CH2:13][CH2:12]C[C@H:10]([CH2:14][N:15]3[C:19]4=[N:20][C:21]([C:24]5[CH:25]=[N:26][N:27]([CH3:29])[CH:28]=5)=[CH:22][N:23]=[C:18]4[N:17]=[N:16]3)[CH2:9]2)=[N:6][CH:7]=1.[CH3:30][N:31]1[CH2:36][CH2:35][N:34]([CH2:37][C:38]2[CH:43]=[CH:42][C:41](B3OC(C)(C)C(C)(C)O3)=[CH:40][CH:39]=2)[CH2:33][CH2:32]1.C([O-])([O-])=[O:54].[K+].[K+]. The catalyst is O1CCOCC1.O.C1C=CC(P(C2C=CC=CC=2)[C-]2C=CC=C2)=CC=1.C1C=CC(P(C2C=CC=CC=2)[C-]2C=CC=C2)=CC=1.Cl[Pd]Cl.[Fe+2]. The product is [CH3:29][N:27]1[CH:28]=[C:24]([C:21]2[N:20]=[C:19]3[N:15]([CH2:14][C@H:10]4[O:54][CH2:12][CH2:13][N:8]([C:5]5[N:4]=[CH:3][C:2]([C:41]6[CH:40]=[CH:39][C:38]([CH2:37][N:34]7[CH2:33][CH2:32][N:31]([CH3:30])[CH2:36][CH2:35]7)=[CH:43][CH:42]=6)=[CH:7][N:6]=5)[CH2:9]4)[N:16]=[N:17][C:18]3=[N:23][CH:22]=2)[CH:25]=[N:26]1. The yield is 0.710.